Dataset: Full USPTO retrosynthesis dataset with 1.9M reactions from patents (1976-2016). Task: Predict the reactants needed to synthesize the given product. Given the product [C:1]1([S:7]([N:10]2[C:14]3=[N:15][CH:16]=[CH:17][CH:18]=[C:13]3[CH:12]=[C:11]2[C:19]([C:40]2[CH:45]=[CH:44][C:43]([S:7]([CH3:1])(=[O:9])=[O:8])=[CH:42][CH:41]=2)=[CH:20][CH:21]2[CH2:22][CH2:23][O:24][CH2:25][CH2:26]2)(=[O:9])=[O:8])[CH:2]=[CH:3][CH:4]=[CH:5][CH:6]=1, predict the reactants needed to synthesize it. The reactants are: [C:1]1([S:7]([N:10]2[C:14]3=[N:15][CH:16]=[CH:17][CH:18]=[C:13]3[CH:12]=[C:11]2[C:19](OS(C2C=CC(C)=CC=2)(=O)=O)=[CH:20][CH:21]2[CH2:26][CH2:25][O:24][CH2:23][CH2:22]2)(=[O:9])=[O:8])[CH:6]=[CH:5][CH:4]=[CH:3][CH:2]=1.FC(F)(F)[C:40]1[CH:45]=[CH:44][C:43](B(O)O)=[CH:42][CH:41]=1.C(=O)([O-])[O-].[Na+].[Na+].